The task is: Binary Classification. Given a miRNA mature sequence and a target amino acid sequence, predict their likelihood of interaction.. This data is from Experimentally validated miRNA-target interactions with 360,000+ pairs, plus equal number of negative samples. The miRNA is mmu-miR-3971 with sequence CUCCCCACCCCUGUACCAGUGA. The protein sequence of the target gene is MQLKIMPKKKRLSAGRVPLILFLCQMISALEVPLDPKLLEDLVQPPTITQQSPKDYIIDPRENIVIQCEAKGKPPPSFSWTRNGTHFDIDKDPLVTMKPGTGTLIINIMSEGKAETYEGVYQCTARNERGAAVSNNIVVRPSRSPLWTKEKLEPITLQSGQSLVLPCRPPIGLPPPIIFWMDNSFQRLPQSERVSQGLNGDLYFSNVLPEDTREDYICYARFNHTQTIQQKQPISVKVISVDELNDTIAANLSDTEFYGAKSSRERPPTFLTPEGNASNKEELRGNVLSLECIAEGLPTP.... Result: 0 (no interaction).